From a dataset of Full USPTO retrosynthesis dataset with 1.9M reactions from patents (1976-2016). Predict the reactants needed to synthesize the given product. (1) Given the product [Si:1]([O:8][C:9]([CH3:31])([CH3:30])[CH2:10][N:11]1[C:19]2[C:14](=[CH:15][C:16]([O:20][C:21]3[CH:28]=[CH:27][C:26]([F:29])=[CH:25][C:22]=3[CH2:23][NH2:24])=[CH:17][CH:18]=2)[CH:13]=[N:12]1)([C:4]([CH3:7])([CH3:5])[CH3:6])([CH3:3])[CH3:2], predict the reactants needed to synthesize it. The reactants are: [Si:1]([O:8][C:9]([CH3:31])([CH3:30])[CH2:10][N:11]1[C:19]2[C:14](=[CH:15][C:16]([O:20][C:21]3[CH:28]=[CH:27][C:26]([F:29])=[CH:25][C:22]=3[C:23]#[N:24])=[CH:17][CH:18]=2)[CH:13]=[N:12]1)([C:4]([CH3:7])([CH3:6])[CH3:5])([CH3:3])[CH3:2].[H-].[H-].[H-].[H-].[Li+].[Al+3]. (2) Given the product [CH2:1]([O:3][C:4](=[O:34])[CH2:5][N:6]([CH2:18][C:19]1[CH:20]=[CH:21][C:22]([CH2:25][NH2:26])=[CH:23][CH:24]=1)[CH2:7][CH2:8][CH2:9][CH2:10][N:11]([CH2:12][CH2:13][CH3:14])[CH2:15][CH2:16][CH3:17])[CH3:2], predict the reactants needed to synthesize it. The reactants are: [CH2:1]([O:3][C:4](=[O:34])[CH2:5][N:6]([CH2:18][C:19]1[CH:24]=[CH:23][C:22]([CH2:25][NH:26]C(OC(C)(C)C)=O)=[CH:21][CH:20]=1)[CH2:7][CH2:8][CH2:9][CH2:10][N:11]([CH2:15][CH2:16][CH3:17])[CH2:12][CH2:13][CH3:14])[CH3:2].Cl.O1CCOCC1. (3) Given the product [C:1]([O:5][C:6]([N:8]1[CH2:13][CH2:12][CH:11]([C:14]2[O:23][C:17]3=[CH:18][N:19]=[C:20]([C:27]4[CH:28]=[CH:29][C:30]([S:31]([CH3:34])(=[O:32])=[O:33])=[C:25]([F:24])[CH:26]=4)[CH:21]=[C:16]3[CH:15]=2)[CH2:10][CH2:9]1)=[O:7])([CH3:4])([CH3:3])[CH3:2], predict the reactants needed to synthesize it. The reactants are: [C:1]([O:5][C:6]([N:8]1[CH2:13][CH2:12][CH:11]([C:14]2[O:23][C:17]3=[CH:18][N:19]=[C:20](Cl)[CH:21]=[C:16]3[CH:15]=2)[CH2:10][CH2:9]1)=[O:7])([CH3:4])([CH3:3])[CH3:2].[F:24][C:25]1[CH:26]=[C:27](B(O)O)[CH:28]=[CH:29][C:30]=1[S:31]([CH3:34])(=[O:33])=[O:32]. (4) The reactants are: [F:1][C:2]1[CH:3]=[C:4]([NH2:10])[CH:5]=[N:6][C:7]=1[O:8][CH3:9].[CH3:11][O:12][C:13]1[CH:49]=[CH:48][C:16]([CH2:17][N:18]([CH2:39][C:40]2[CH:45]=[CH:44][C:43]([O:46][CH3:47])=[CH:42][CH:41]=2)[C:19]2[N:24]=[C:23]([CH3:25])[N:22]=[C:21]([C:26]3[CH:27]=[C:28]([CH:33]([OH:38])[C:34]([F:37])([F:36])[F:35])[CH:29]=[N:30][C:31]=3F)[N:20]=2)=[CH:15][CH:14]=1.C1COCC1.[Li+].C[Si]([N-][Si](C)(C)C)(C)C. Given the product [CH3:11][O:12][C:13]1[CH:14]=[CH:15][C:16]([CH2:17][N:18]([CH2:39][C:40]2[CH:41]=[CH:42][C:43]([O:46][CH3:47])=[CH:44][CH:45]=2)[C:19]2[N:24]=[C:23]([CH3:25])[N:22]=[C:21]([C:26]3[CH:27]=[C:28]([CH:33]([OH:38])[C:34]([F:35])([F:36])[F:37])[CH:29]=[N:30][C:31]=3[NH:10][C:4]3[CH:5]=[N:6][C:7]([O:8][CH3:9])=[C:2]([F:1])[CH:3]=3)[N:20]=2)=[CH:48][CH:49]=1, predict the reactants needed to synthesize it. (5) Given the product [CH2:32]1[C:41]2[C:36](=[CH:37][CH:38]=[CH:39][CH:40]=2)[CH2:35][CH2:34][N:33]1[CH2:7][CH:6]([O:8][S:29](=[O:31])(=[O:28])[OH:30])[CH2:5][O:4][CH2:3][CH:2]([CH2:25][CH3:26])[CH2:9][CH2:10][CH2:11][CH3:12], predict the reactants needed to synthesize it. The reactants are: F[C:2](F)([C:9](F)(F)[C:10](F)(F)[C:11](F)(F)[C:12](F)(F)C(F)F)[CH2:3][O:4][CH2:5][CH:6]1[O:8][CH2:7]1.[C:25](#N)[CH3:26].[O-:28][S:29]([O-:31])=[O:30].[CH:32]1[C:41]2[C:36](=[CH:37][CH:38]=[CH:39][CH:40]=2)[CH2:35][CH2:34][N:33]=1.